From a dataset of Catalyst prediction with 721,799 reactions and 888 catalyst types from USPTO. Predict which catalyst facilitates the given reaction. (1) Reactant: [C:1]1([NH:7][CH2:8][C:9]2[CH:10]=[C:11]([OH:15])[CH:12]=[CH:13][CH:14]=2)[CH:6]=[CH:5][CH:4]=[CH:3][CH:2]=1.C(=O)([O-])[O-].[Cs+].[Cs+].[CH3:22][O:23][C:24](=[O:33])[C:25]1[CH:30]=[CH:29][C:28]([CH2:31]Br)=[CH:27][CH:26]=1. Product: [C:1]1([NH:7][CH2:8][C:9]2[CH:10]=[C:11]([CH:12]=[CH:13][CH:14]=2)[O:15][CH2:31][C:28]2[CH:29]=[CH:30][C:25]([C:24]([O:23][CH3:22])=[O:33])=[CH:26][CH:27]=2)[CH:6]=[CH:5][CH:4]=[CH:3][CH:2]=1. The catalyst class is: 3. (2) Reactant: [NH2:1][C:2]1[CH:3]=[C:4]([C:11]([OH:13])=[O:12])[CH:5]=[C:6]([CH:10]=1)[C:7]([OH:9])=[O:8].O1CCOCC1.[C:20]([O:24][C:25](O[C:25]([O:24][C:20]([CH3:23])([CH3:22])[CH3:21])=[O:26])=[O:26])([CH3:23])([CH3:22])[CH3:21].C(O)(=O)CC(CC(O)=O)(C(O)=O)O. Product: [C:20]([O:24][C:25]([NH:1][C:2]1[CH:3]=[C:4]([C:11]([OH:13])=[O:12])[CH:5]=[C:6]([CH:10]=1)[C:7]([OH:9])=[O:8])=[O:26])([CH3:23])([CH3:22])[CH3:21]. The catalyst class is: 74. (3) Reactant: [F:1][C:2]1[CH:3]=[C:4]2[C:9](=[C:10]([N+:12]([O-:14])=[O:13])[CH:11]=1)[N:8]=[CH:7][C:6]([OH:15])=[CH:5]2.C(=O)([O-])[O-].[Cs+].[Cs+].Br[CH2:23][CH:24]1[CH2:26][CH2:25]1.O. Product: [CH:24]1([CH2:23][O:15][C:6]2[CH:7]=[N:8][C:9]3[C:4]([CH:5]=2)=[CH:3][C:2]([F:1])=[CH:11][C:10]=3[N+:12]([O-:14])=[O:13])[CH2:26][CH2:25]1. The catalyst class is: 16. (4) Reactant: [C:1]([O:5][C:6]([N:8]1[CH2:13][CH2:12][CH:11]([C:14]2[NH:15][C:16]([C:27]3[CH:32]=[CH:31][C:30]([O:33][CH3:34])=[CH:29][CH:28]=3)=[C:17]([C:19]3[CH:24]=[CH:23][C:22]([O:25][CH3:26])=[CH:21][CH:20]=3)[N:18]=2)[CH2:10][CH2:9]1)=[O:7])([CH3:4])([CH3:3])[CH3:2].Br[CH2:36][C:37]([O:39][CH3:40])=[O:38].C(=O)([O-])[O-].[K+].[K+]. Product: [C:1]([O:5][C:6]([N:8]1[CH2:13][CH2:12][CH:11]([C:14]2[N:18]([CH2:36][C:37]([O:39][CH3:40])=[O:38])[C:17]([C:19]3[CH:24]=[CH:23][C:22]([O:25][CH3:26])=[CH:21][CH:20]=3)=[C:16]([C:27]3[CH:28]=[CH:29][C:30]([O:33][CH3:34])=[CH:31][CH:32]=3)[N:15]=2)[CH2:10][CH2:9]1)=[O:7])([CH3:4])([CH3:3])[CH3:2]. The catalyst class is: 9. (5) Reactant: [OH:1][C:2]1[CH:15]=[CH:14][C:5]([C:6]([C:8]2[CH:13]=[CH:12][CH:11]=[CH:10][CH:9]=2)=[O:7])=[CH:4][CH:3]=1.[OH-].[Na+].Cl[CH2:19][C:20]([OH:22])=[O:21]. Product: [C:6]([C:5]1[CH:4]=[CH:3][C:2]([O:1][CH2:19][C:20]([OH:22])=[O:21])=[CH:15][CH:14]=1)(=[O:7])[C:8]1[CH:13]=[CH:12][CH:11]=[CH:10][CH:9]=1. The catalyst class is: 6. (6) The catalyst class is: 8. Reactant: [Cl:1][C:2]1[C:11]2[C:6](=[CH:7][CH:8]=[CH:9][CH:10]=2)[CH:5]=[C:4]([O:12][CH2:13][CH3:14])[N:3]=1.[CH:15](O)(C)C. Product: [Cl:1][C:2]1[C:11]2[C:6](=[CH:7][CH:8]=[CH:9][CH:10]=2)[CH:5]=[C:4]([O:12][CH:13]([CH3:15])[CH3:14])[N:3]=1. (7) Reactant: [Cl:1][C:2]1[N:7]=[CH:6][C:5]([C:8]([OH:11])([CH3:10])[CH3:9])=[CH:4][N:3]=1.I[CH3:13].[H-].[Na+].O. Product: [Cl:1][C:2]1[N:3]=[CH:4][C:5]([C:8]([O:11][CH3:13])([CH3:9])[CH3:10])=[CH:6][N:7]=1. The catalyst class is: 3.